From a dataset of Forward reaction prediction with 1.9M reactions from USPTO patents (1976-2016). Predict the product of the given reaction. (1) Given the reactants [CH2:1]([CH:8]1[CH2:13][CH2:12][N:11]([C:14]2[CH:19]=[CH:18][C:17]([N+:20]([O-])=O)=[CH:16][CH:15]=2)[CH2:10][CH2:9]1)[C:2]1[CH:7]=[CH:6][CH:5]=[CH:4][CH:3]=1, predict the reaction product. The product is: [CH2:1]([CH:8]1[CH2:9][CH2:10][N:11]([C:14]2[CH:15]=[CH:16][C:17]([NH2:20])=[CH:18][CH:19]=2)[CH2:12][CH2:13]1)[C:2]1[CH:7]=[CH:6][CH:5]=[CH:4][CH:3]=1. (2) Given the reactants [CH3:1][C:2]1[C:10]2[C:9]([C:11]#N)=[N:8][CH:7]=[N:6][C:5]=2[S:4][CH:3]=1.[OH-:13].[Na+].Cl.[OH2:16], predict the reaction product. The product is: [CH3:1][C:2]1[C:10]2[C:9]([C:11]([OH:16])=[O:13])=[N:8][CH:7]=[N:6][C:5]=2[S:4][CH:3]=1. (3) Given the reactants [N+:1]([C:4]1[CH:9]=[CH:8][C:7]([C:10]2[CH:15]=[CH:14][N:13]=[CH:12][CH:11]=2)=[CH:6][CH:5]=1)([O-])=O, predict the reaction product. The product is: [N:13]1[CH:14]=[CH:15][C:10]([C:7]2[CH:8]=[CH:9][C:4]([NH2:1])=[CH:5][CH:6]=2)=[CH:11][CH:12]=1. (4) Given the reactants C(O)C.Cl.[CH3:5][C:6]1[C:7]([N:12](COCCOC)[S:13]([C:16]2[S:17][C:18]([CH3:43])=[CH:19][C:20]=2[C:21]2[CH:26]=[CH:25][C:24]([CH2:27][N:28]3[C:37]4[C:32](=[C:33]([CH2:40][CH3:41])[N:34]=[C:35]([CH2:38][CH3:39])[CH:36]=4)[CH:31]=[CH:30][C:29]3=[O:42])=[CH:23][CH:22]=2)(=[O:15])=[O:14])=[N:8][O:9][C:10]=1[CH3:11].C(=O)(O)[O-].[Na+], predict the reaction product. The product is: [CH3:5][C:6]1[C:7]([NH:12][S:13]([C:16]2[S:17][C:18]([CH3:43])=[CH:19][C:20]=2[C:21]2[CH:26]=[CH:25][C:24]([CH2:27][N:28]3[C:37]4[C:32](=[C:33]([CH2:40][CH3:41])[N:34]=[C:35]([CH2:38][CH3:39])[CH:36]=4)[CH:31]=[CH:30][C:29]3=[O:42])=[CH:23][CH:22]=2)(=[O:15])=[O:14])=[N:8][O:9][C:10]=1[CH3:11]. (5) Given the reactants [O:1]=[C:2]1[CH2:11][CH2:10][CH2:9][C:8]2[C:7]([C:12]([OH:14])=O)=[CH:6][CH:5]=[CH:4][C:3]1=2.[CH2:15]([O:17][C:18]([C:20]1([NH2:29])[CH2:28][C:27]2[C:22](=[CH:23][CH:24]=[CH:25][CH:26]=2)[CH2:21]1)=[O:19])[CH3:16].CN(C(ON1N=NC2C=CC=NC1=2)=[N+](C)C)C.F[P-](F)(F)(F)(F)F.CCN(C(C)C)C(C)C, predict the reaction product. The product is: [CH2:15]([O:17][C:18]([C:20]1([NH:29][C:12]([C:7]2[C:8]3[CH2:9][CH2:10][CH2:11][C:2](=[O:1])[C:3]=3[CH:4]=[CH:5][CH:6]=2)=[O:14])[CH2:28][C:27]2[C:22](=[CH:23][CH:24]=[CH:25][CH:26]=2)[CH2:21]1)=[O:19])[CH3:16]. (6) Given the reactants [NH2:1][CH:2]([C:19]([N:21]1[CH2:26][CH2:25][CH2:24][CH2:23][CH2:22]1)=[O:20])[CH2:3][NH:4][C:5]([CH:7]1[CH2:12][CH2:11][N:10]([C:13]2[CH:18]=[CH:17][N:16]=[CH:15][CH:14]=2)[CH2:9][CH2:8]1)=[O:6].[CH:27]1[C:36]2[C:31](=[CH:32][CH:33]=[CH:34][CH:35]=2)[CH:30]=[CH:29][C:28]=1[C:37](Cl)=[O:38], predict the reaction product. The product is: [N:21]1([C:19]([CH:2]([NH:1][C:37]([C:28]2[CH:29]=[CH:30][C:31]3[C:36](=[CH:35][CH:34]=[CH:33][CH:32]=3)[CH:27]=2)=[O:38])[CH2:3][NH:4][C:5]([CH:7]2[CH2:8][CH2:9][N:10]([C:13]3[CH:18]=[CH:17][N:16]=[CH:15][CH:14]=3)[CH2:11][CH2:12]2)=[O:6])=[O:20])[CH2:22][CH2:23][CH2:24][CH2:25][CH2:26]1. (7) Given the reactants [OH:1][CH:2]1[CH2:5][N:4]([C:6]([C:8]2[CH:13]=[C:12]([S:14]([CH3:17])(=[O:16])=[O:15])[CH:11]=[CH:10][C:9]=2[O:18][CH:19]([CH3:21])[CH3:20])=[O:7])[CH2:3]1.F[C:23]1[CH:28]=[CH:27][C:26]([C:29]([F:32])([F:31])[F:30])=[CH:25][CH:24]=1.C(=O)([O-])[O-].[Cs+].[Cs+], predict the reaction product. The product is: [CH:19]([O:18][C:9]1[CH:10]=[CH:11][C:12]([S:14]([CH3:17])(=[O:16])=[O:15])=[CH:13][C:8]=1[C:6]([N:4]1[CH2:5][CH:2]([O:1][C:23]2[CH:28]=[CH:27][C:26]([C:29]([F:32])([F:31])[F:30])=[CH:25][CH:24]=2)[CH2:3]1)=[O:7])([CH3:21])[CH3:20]. (8) Given the reactants O[C:2]1([C:10]2[CH:11]=[C:12]3[C:17](=[CH:18][CH:19]=2)[CH:16]=[C:15]([C:20]([NH:22][CH3:23])=[O:21])[CH:14]=[CH:13]3)[C:9]2[N:5]([CH:6]=[N:7][CH:8]=2)[CH2:4][CH2:3]1.C([OH:26])C, predict the reaction product. The product is: [OH:26][C:8]1[N:7]=[CH:6][N:5]2[CH2:4][CH2:3][C@@H:2]([C:10]3[CH:11]=[C:12]4[C:17](=[CH:18][CH:19]=3)[CH:16]=[C:15]([C:20]([NH:22][CH3:23])=[O:21])[CH:14]=[CH:13]4)[C:9]=12. (9) Given the reactants [F:1][C:2]([F:15])([F:14])[C:3]1[CH:12]=[C:11]2[C:6]([C:7]([SH:13])=[CH:8][CH:9]=[N:10]2)=[CH:5][CH:4]=1.[Br:16][CH2:17][CH2:18][CH2:19][CH2:20][CH2:21]Br.C(Cl)(Cl)Cl.C([O-])([O-])=O.[K+].[K+], predict the reaction product. The product is: [Br:16][CH2:17][CH2:18][CH2:19][CH2:20][CH2:21][S:13][C:7]1[C:6]2[C:11](=[CH:12][C:3]([C:2]([F:1])([F:14])[F:15])=[CH:4][CH:5]=2)[N:10]=[CH:9][CH:8]=1. (10) Given the reactants [Na].Cl.[NH2:3][C:4]([NH2:6])=[NH:5].[CH3:7][O:8][CH2:9][CH2:10][CH2:11][O:12][C:13]1[CH:18]=[C:17]([CH2:19][CH2:20][C:21](OCC)=[O:22])[CH:16]=[CH:15][C:14]=1[C:26]1[CH:31]=[CH:30][C:29]([CH2:32][N:33]2[CH2:38][CH2:37][CH2:36][CH2:35][CH2:34]2)=[CH:28][CH:27]=1.[Cl:39]CCl.[Cl-].[Na+].O, predict the reaction product. The product is: [ClH:39].[NH2:5][C:4](=[NH:6])[NH:3][C:21](=[O:22])[CH2:20][CH2:19][C:17]1[CH:16]=[CH:15][C:14]([C:26]2[CH:31]=[CH:30][C:29]([CH2:32][N:33]3[CH2:38][CH2:37][CH2:36][CH2:35][CH2:34]3)=[CH:28][CH:27]=2)=[C:13]([O:12][CH2:11][CH2:10][CH2:9][O:8][CH3:7])[CH:18]=1.